From a dataset of Reaction yield outcomes from USPTO patents with 853,638 reactions. Predict the reaction yield, written as a fraction of the theoretical maximum amount of product (1.0 means a 100% yield; for example, 0.34 means a 34% yield). (1) The reactants are [Cl:1][C:2]1[CH:7]=[C:6]([C:8]2[NH:9][C:10]3[C:15]([CH:16]=2)=[C:14]([F:17])[CH:13]=[CH:12][CH:11]=3)[C:5]([CH:18]=[CH2:19])=[CH:4][N:3]=1.CS(C)=O.[OH-].[K+]. The catalyst is [N+](CCCC)(CCCC)(CCCC)CCCC.[Cl-].O. The product is [Cl:1][C:2]1[N:3]=[CH:4][C:5]2[CH2:18][CH2:19][N:9]3[C:10]4[CH:11]=[CH:12][CH:13]=[C:14]([F:17])[C:15]=4[CH:16]=[C:8]3[C:6]=2[CH:7]=1. The yield is 0.200. (2) The reactants are [F:1][C:2]1[CH:18]=[CH:17][C:5]([CH2:6][O:7][C:8]2[CH:9]=[N:10][CH:11]=[CH:12][C:13]=2[N+:14]([O-])=O)=[CH:4][CH:3]=1.[CH3:19][C:20]([Mg]Br)=[CH:21][CH3:22].[Cl-:25].[NH4+]. The catalyst is O1CCCC1. The product is [ClH:25].[F:1][C:2]1[CH:18]=[CH:17][C:5]([CH2:6][O:7][C:8]2[C:13]3[NH:14][C:21]([CH3:22])=[C:20]([CH3:19])[C:12]=3[CH:11]=[N:10][CH:9]=2)=[CH:4][CH:3]=1. The yield is 0.135.